From a dataset of Forward reaction prediction with 1.9M reactions from USPTO patents (1976-2016). Predict the product of the given reaction. (1) Given the reactants Cl[C:2]1[CH:11]=[CH:10][C:9]2[C:4](=[CH:5][CH:6]=[CH:7][C:8]=2[O:12][C:13]2[CH:18]=[CH:17][C:16]([F:19])=[CH:15][CH:14]=2)[N:3]=1.[CH3:20][O:21][C:22]1[CH:29]=[CH:28][CH:27]=[CH:26][C:23]=1[CH2:24][NH2:25], predict the reaction product. The product is: [F:19][C:16]1[CH:17]=[CH:18][C:13]([O:12][C:8]2[CH:7]=[CH:6][CH:5]=[C:4]3[C:9]=2[CH:10]=[CH:11][C:2]([NH:25][CH2:24][C:23]2[CH:26]=[CH:27][CH:28]=[CH:29][C:22]=2[O:21][CH3:20])=[N:3]3)=[CH:14][CH:15]=1. (2) Given the reactants [CH2:1]1[CH2:12][O:11][C:10]2[CH:9]=[CH:8][C:5]([CH:6]=O)=[CH:4][C:3]=2[O:2]1.[CH:13]([NH:16][OH:17])([CH3:15])[CH3:14], predict the reaction product. The product is: [CH2:1]1[CH2:12][O:11][C:10]2[CH:9]=[CH:8][C:5]([CH:6]=[N+:16]([CH:13]([CH3:15])[CH3:14])[O-:17])=[CH:4][C:3]=2[O:2]1. (3) Given the reactants [Cl:1][C:2]1[CH:7]=[CH:6][C:5]([C:8]2[CH:13]=[CH:12][CH:11]=[CH:10][C:9]=2[CH2:14][N:15]2[CH2:24][CH2:23][C:18]3(OCC[O:19]3)[CH2:17][CH2:16]2)=[CH:4][CH:3]=1.Cl, predict the reaction product. The product is: [Cl:1][C:2]1[CH:7]=[CH:6][C:5]([C:8]2[CH:13]=[CH:12][CH:11]=[CH:10][C:9]=2[CH2:14][N:15]2[CH2:16][CH2:17][C:18](=[O:19])[CH2:23][CH2:24]2)=[CH:4][CH:3]=1. (4) Given the reactants C(=O)([O-])[O-].[K+].[K+].[CH2:7]([O:9][CH2:10][CH2:11]Br)[CH3:8].[N+:13]([C:16]1[C:17]([C:25]([O:27][CH3:28])=[O:26])=[N:18][NH:19][C:20]=1[C:21]([O:23][CH3:24])=[O:22])([O-:15])=[O:14], predict the reaction product. The product is: [CH2:7]([O:9][CH2:10][CH2:11][N:18]1[C:17]([C:25]([O:27][CH3:28])=[O:26])=[C:16]([N+:13]([O-:15])=[O:14])[C:20]([C:21]([O:23][CH3:24])=[O:22])=[N:19]1)[CH3:8]. (5) The product is: [Br:1][C:2]1[CH:3]=[C:4]([CH:7]=[C:8]([O:10][CH:11]([CH3:13])[CH3:12])[CH:9]=1)[C:5]([OH:15])=[O:14]. Given the reactants [Br:1][C:2]1[CH:3]=[C:4]([CH:7]=[C:8]([O:10][CH:11]([CH3:13])[CH3:12])[CH:9]=1)[C:5]#N.[OH2:14].[OH-:15].[Na+], predict the reaction product. (6) The product is: [F:48][C:49]1[CH:50]=[C:51]([CH2:56][NH:57][C:8](=[O:10])[CH2:7][C:6]2[C:2]([CH3:1])=[N:3][N:4]([C:12]3[CH:17]=[CH:16][CH:15]=[CH:14][CH:13]=3)[C:5]=2[CH3:11])[CH:52]=[CH:53][C:54]=1[F:55]. Given the reactants [CH3:1][C:2]1[C:6]([CH2:7][C:8]([OH:10])=O)=[C:5]([CH3:11])[N:4]([C:12]2[CH:17]=[CH:16][CH:15]=[CH:14][CH:13]=2)[N:3]=1.CCN=C=NCCCN(C)C.Cl.ON1C2C=CC=CC=2N=N1.C(N1CCOCC1)C.[F:48][C:49]1[CH:50]=[C:51]([CH2:56][NH2:57])[CH:52]=[CH:53][C:54]=1[F:55], predict the reaction product. (7) The product is: [F:8][C:5]1[CH:6]=[CH:7][C:2]([C:12]#[C:11][CH2:10][CH2:9][C:13]2[O:14][C:15]3[CH:21]=[CH:20][CH:19]=[CH:18][C:16]=3[N:17]=2)=[N:3][CH:4]=1. Given the reactants Br[C:2]1[CH:7]=[CH:6][C:5]([F:8])=[CH:4][N:3]=1.[CH2:9]([C:13]1[O:14][C:15]2[CH:21]=[CH:20][CH:19]=[CH:18][C:16]=2[N:17]=1)[CH2:10][C:11]#[CH:12], predict the reaction product. (8) The product is: [Cl:14][SiH:13]([Cl:15])[CH2:12][CH2:7][CH2:5][Si:8]([Cl:9])([Cl:10])[Cl:11]. Given the reactants Cl[Si]([C:5]([Si:8]([Cl:11])([Cl:10])[Cl:9])([CH3:7])C)(Cl)Cl.[CH3:12][SiH:13]([Cl:15])[Cl:14], predict the reaction product. (9) The product is: [CH3:22][N:18]1[CH2:19][CH2:20][CH2:21][CH:17]1[C:14]1[CH:15]=[CH:16][C:11]([CH2:10][CH2:9][NH2:8])=[CH:12][CH:13]=1. Given the reactants BrC1C=CC(C([NH:8][CH2:9][CH2:10][C:11]2[CH:16]=[CH:15][C:14]([CH:17]3[CH2:21][CH2:20][CH2:19][N:18]3[CH3:22])=[CH:13][CH:12]=2)=O)=CC=1.O, predict the reaction product. (10) Given the reactants [H-].[Na+].[F:3][S:4]([F:38])([F:37])([F:36])([F:35])[C:5]1[CH:10]=[CH:9][C:8](/[CH:11]=[CH:12]/[C:13]2[O:14][CH:15]=[C:16]([CH2:18][O:19][C:20]3[CH:25]=[CH:24][C:23]([CH2:26][CH2:27][CH2:28][CH2:29][C:30]4[N:31]=[N:32][NH:33][N:34]=4)=[CH:22][CH:21]=3)[N:17]=2)=[CH:7][CH:6]=1.Br[CH2:40][CH2:41][OH:42], predict the reaction product. The product is: [F:38][S:4]([F:35])([F:3])([F:36])([F:37])[C:5]1[CH:6]=[CH:7][C:8]([CH:11]=[CH:12][C:13]2[O:14][CH:15]=[C:16]([CH2:18][O:19][C:20]3[CH:21]=[CH:22][C:23]([CH2:26][CH2:27][CH2:28][CH2:29][C:30]4[N:34]([CH2:40][CH2:41][OH:42])[N:33]=[N:32][N:31]=4)=[CH:24][CH:25]=3)[N:17]=2)=[CH:9][CH:10]=1.[F:38][S:4]([F:35])([F:3])([F:36])([F:37])[C:5]1[CH:6]=[CH:7][C:8]([CH:11]=[CH:12][C:13]2[O:14][CH:15]=[C:16]([CH2:18][O:19][C:20]3[CH:21]=[CH:22][C:23]([CH2:26][CH2:27][CH2:28][CH2:29][C:30]4[N:31]=[N:32][N:33]([CH2:40][CH2:41][OH:42])[N:34]=4)=[CH:24][CH:25]=3)[N:17]=2)=[CH:9][CH:10]=1.